Dataset: Full USPTO retrosynthesis dataset with 1.9M reactions from patents (1976-2016). Task: Predict the reactants needed to synthesize the given product. (1) Given the product [CH3:11][C:9]1[NH:8][C:7]2[CH:12]=[C:3]([OH:2])[CH:4]=[C:5]([C:13]([F:16])([F:14])[F:15])[C:6]=2[N:10]=1, predict the reactants needed to synthesize it. The reactants are: C[O:2][C:3]1[CH:4]=[C:5]([C:13]([F:16])([F:15])[F:14])[C:6]2[N:10]=[C:9]([CH3:11])[NH:8][C:7]=2[CH:12]=1.Cl.N1C=CC=CC=1. (2) Given the product [F:23][C:24]1[CH:29]=[C:28]([C:2]2[CH:3]=[C:4]([CH:20]=[CH:21][CH:22]=2)[CH2:5][C:6]2[CH:19]=[C:9]3[NH:10][C:11](=[O:18])[C:12]4[C:17]([N:8]3[N:7]=2)=[CH:16][CH:15]=[CH:14][CH:13]=4)[CH:27]=[CH:26][N:25]=1, predict the reactants needed to synthesize it. The reactants are: Br[C:2]1[CH:3]=[C:4]([CH:20]=[CH:21][CH:22]=1)[CH2:5][C:6]1[CH:19]=[C:9]2[NH:10][C:11](=[O:18])[C:12]3[C:17]([N:8]2[N:7]=1)=[CH:16][CH:15]=[CH:14][CH:13]=3.[F:23][C:24]1[CH:29]=[C:28]([Sn](CCCC)(CCCC)CCCC)[CH:27]=[CH:26][N:25]=1.C1(C)C=CC=CC=1P(C1C=CC=CC=1C)C1C=CC=CC=1C. (3) Given the product [O:27]1[C:18]2[C:17](=[CH:22][CH:21]=[CH:20][CH:19]=2)[CH:24]([NH2:1])[CH2:25][CH2:26]1, predict the reactants needed to synthesize it. The reactants are: [N-:1]=[N+]=[N-].[CH:17]1[CH:22]=[CH:21][C:20](P([C:17]2[CH:22]=[CH:21][CH:20]=[CH:19][CH:18]=2)[C:17]2[CH:22]=[CH:21][CH:20]=[CH:19][CH:18]=2)=[CH:19][CH:18]=1.O.[CH2:24]1C[O:27][CH2:26][CH2:25]1. (4) Given the product [Cl:6][C:7]1[CH:12]=[CH:11][C:10]([O:22][CH3:23])=[C:9]([CH2:4][C:3]([OH:1])=[O:5])[CH:8]=1, predict the reactants needed to synthesize it. The reactants are: [OH-:1].[K+].[CH2:3]([OH:5])[CH3:4].[Cl:6][C:7]1[CH:8]=[CH:9][C:10]([O:22][CH3:23])=[C:11](CC(N2CCOCC2)=S)[CH:12]=1.